From a dataset of Full USPTO retrosynthesis dataset with 1.9M reactions from patents (1976-2016). Predict the reactants needed to synthesize the given product. (1) The reactants are: [NH2:1][C:2]1[CH:3]=[C:4]([N:8]=[C:9]2[N:13]([CH2:14][C:15]3[CH:20]=[CH:19][CH:18]=[CH:17][CH:16]=3)[C:12](=[O:21])[C:11](=[C:22]3[N:26]([CH3:27])[C:25]4[CH:28]=[CH:29][CH:30]=[CH:31][C:24]=4[S:23]3)[S:10]2)[CH:5]=[CH:6][CH:7]=1.[C:32]1([S:38](Cl)(=[O:40])=[O:39])[CH:37]=[CH:36][CH:35]=[CH:34][CH:33]=1. Given the product [CH2:14]([N:13]1[C:12](=[O:21])[C:11](=[C:22]2[N:26]([CH3:27])[C:25]3[CH:28]=[CH:29][CH:30]=[CH:31][C:24]=3[S:23]2)[S:10][C:9]1=[N:8][C:4]1[CH:3]=[C:2]([NH:1][S:38]([C:32]2[CH:37]=[CH:36][CH:35]=[CH:34][CH:33]=2)(=[O:40])=[O:39])[CH:7]=[CH:6][CH:5]=1)[C:15]1[CH:20]=[CH:19][CH:18]=[CH:17][CH:16]=1, predict the reactants needed to synthesize it. (2) The reactants are: C[O:2][C:3]1[CH:8]=[CH:7][C:6]([C:9]2[CH:13]=[CH:12][S:11][C:10]=2[C:14]2[CH:19]=[CH:18][CH:17]=[C:16]([O:20]C)[CH:15]=2)=[CH:5][CH:4]=1. Given the product [OH:2][C:3]1[CH:4]=[CH:5][C:6]([C:9]2[CH:13]=[CH:12][S:11][C:10]=2[C:14]2[CH:15]=[C:16]([OH:20])[CH:17]=[CH:18][CH:19]=2)=[CH:7][CH:8]=1, predict the reactants needed to synthesize it. (3) Given the product [Cl:17][C:11]1[C:12]([N:14]([CH3:16])[CH3:15])=[CH:13][C:8]2[N:7]=[C:27]([C:28]3[CH:33]=[CH:32][CH:31]=[C:30]([C:34]4[S:35][C:36]([CH2:39][CH2:40][OH:41])=[N:37][N:38]=4)[CH:29]=3)[CH2:26][C:25](=[O:49])[NH:18][C:9]=2[CH:10]=1, predict the reactants needed to synthesize it. The reactants are: C(OC(=O)[NH:7][C:8]1[CH:13]=[C:12]([N:14]([CH3:16])[CH3:15])[C:11]([Cl:17])=[CH:10][C:9]=1[NH2:18])(C)(C)C.C(O[C:25](=[O:49])[CH2:26][C:27](=O)[C:28]1[CH:33]=[CH:32][CH:31]=[C:30]([C:34]2[S:35][C:36]([CH2:39][CH2:40][O:41]C3CCCCO3)=[N:37][N:38]=2)[CH:29]=1)(C)(C)C.C(O)(C(F)(F)F)=O. (4) Given the product [CH3:3][N:14]1[CH2:15][CH2:11][CH2:10][CH2:9][C@H:13]1[CH2:12][OH:18], predict the reactants needed to synthesize it. The reactants are: NN[C:3](NN)=O.ClC1C=[C:15]2[C:11]([C:12](=[O:18])[C:13](=O)[NH:14]2)=[CH:10][C:9]=1I. (5) Given the product [F:2][C:3]1[CH:8]=[CH:7][C:6]([C:9]([C:10]2[CH:27]=[CH:26][C:25](=[O:28])[N:15]3[C:14]4[CH2:16][CH2:17][CH2:18][CH:19]([CH3:20])[C:13]=4[NH:12][C:11]=23)=[O:21])=[CH:5][CH:4]=1, predict the reactants needed to synthesize it. The reactants are: Cl.[F:2][C:3]1[CH:8]=[CH:7][C:6]([C:9](=[O:21])[CH2:10][C:11]2[NH:15][C:14]3[CH2:16][CH2:17][CH2:18][CH:19]([CH3:20])[C:13]=3[N:12]=2)=[CH:5][CH:4]=1.C[O-].[Na+].[C:25](OC)(=[O:28])[C:26]#[CH:27]. (6) Given the product [OH:19][CH2:18][C:8]([CH2:16][OH:17])([C:5]1[CH:4]=[CH:3][C:2]([CH3:1])=[CH:7][N:6]=1)[C:9]([O:11][CH3:12])=[O:10], predict the reactants needed to synthesize it. The reactants are: [CH3:1][C:2]1[CH:3]=[CH:4][C:5]([CH2:8][C:9]([O:11][CH3:12])=[O:10])=[N:6][CH:7]=1.CN([CH:16]=[O:17])C.[CH2:18]=[O:19].C[O-].[Na+].